From a dataset of Reaction yield outcomes from USPTO patents with 853,638 reactions. Predict the reaction yield, written as a fraction of the theoretical maximum amount of product (1.0 means a 100% yield; for example, 0.34 means a 34% yield). (1) The reactants are [NH2:1][C:2]1[N:7]=[C:6]([Cl:8])[C:5]([CH:9]=[O:10])=[C:4](Cl)[N:3]=1.[CH3:12][O:13][C:14]1[C:19]([CH3:20])=[CH:18][N:17]=[C:16]([CH2:21][NH:22][CH2:23][CH2:24][C:25]([O:27][CH3:28])=[O:26])[C:15]=1[CH3:29].C(N(CC)CC)C. The catalyst is CN(C=O)C.C(Cl)(Cl)Cl.[NH4+].[Cl-].O. The product is [NH2:1][C:2]1[N:3]=[C:4]([N:22]([CH2:21][C:16]2[C:15]([CH3:29])=[C:14]([O:13][CH3:12])[C:19]([CH3:20])=[CH:18][N:17]=2)[CH2:23][CH2:24][C:25]([O:27][CH3:28])=[O:26])[C:5]([CH:9]=[O:10])=[C:6]([Cl:8])[N:7]=1. The yield is 0.870. (2) The reactants are [C:1]([C:3]1[CH:12]=[CH:11][C:6]([C:7](=O)[CH2:8]Br)=[CH:5][CH:4]=1)#[N:2].[CH3:13][C@@H:14]([NH:19][C:20]([NH2:22])=[S:21])[C:15]([F:18])([F:17])[F:16].C(=O)(O)[O-].[Na+]. The catalyst is C(O)C. The product is [CH3:13][C@@H:14]([NH:19][C:20]1[S:21][CH:8]=[C:7]([C:6]2[CH:11]=[CH:12][C:3]([C:1]#[N:2])=[CH:4][CH:5]=2)[N:22]=1)[C:15]([F:18])([F:17])[F:16]. The yield is 0.520. (3) The reactants are [Cl:1][C:2]1[CH:7]=[CH:6][CH:5]=[C:4]([Cl:8])[C:3]=1[N:9]1[C:13]([CH2:14][OH:15])=[CH:12][N:11]=[N:10]1.CC(OI1(OC(C)=O)(OC(C)=O)OC(=O)C2C=CC=CC1=2)=O.[OH-].[Na+].C(OCC)C. The catalyst is C(Cl)Cl.O. The product is [Cl:8][C:4]1[CH:5]=[CH:6][CH:7]=[C:2]([Cl:1])[C:3]=1[N:9]1[C:13]([CH:14]=[O:15])=[CH:12][N:11]=[N:10]1. The yield is 0.940. (4) The reactants are [CH2:1]([N:3]1[C:11]2[C:6](=[CH:7][CH:8]=[C:9]([O:12][CH3:13])[CH:10]=2)[C:5]([C:14]#[N:15])=[C:4]1[C:16]1[CH:17]=[CH:18][C:19]2[O:24][CH2:23][C:22](=[O:25])[NH:21][C:20]=2[CH:26]=1)[CH3:2].[H-].[Na+].[CH3:29]I. The catalyst is C1COCC1. The product is [CH2:1]([N:3]1[C:11]2[C:6](=[CH:7][CH:8]=[C:9]([O:12][CH3:13])[CH:10]=2)[C:5]([C:14]#[N:15])=[C:4]1[C:16]1[CH:17]=[CH:18][C:19]2[O:24][CH2:23][C:22](=[O:25])[N:21]([CH3:29])[C:20]=2[CH:26]=1)[CH3:2]. The yield is 0.760.